From a dataset of Forward reaction prediction with 1.9M reactions from USPTO patents (1976-2016). Predict the product of the given reaction. (1) Given the reactants Cl.[N:2]1[CH:7]=[CH:6][CH:5]=[C:4]([CH2:8][CH2:9][NH:10][C:11]([C:13]2[CH:18]=[CH:17][C:16]([C:19]3[O:20][C:21]([CH3:41])=[C:22]([CH2:24][S:25]([CH:28]4[CH2:33][CH2:32][N:31](C(OC(C)(C)C)=O)[CH2:30][CH2:29]4)(=[O:27])=[O:26])[N:23]=3)=[CH:15][CH:14]=2)=[O:12])[CH:3]=1.[OH-].[Na+].O, predict the reaction product. The product is: [CH3:41][C:21]1[O:20][C:19]([C:16]2[CH:15]=[CH:14][C:13]([C:11]([NH:10][CH2:9][CH2:8][C:4]3[CH:3]=[N:2][CH:7]=[CH:6][CH:5]=3)=[O:12])=[CH:18][CH:17]=2)=[N:23][C:22]=1[CH2:24][S:25]([CH:28]1[CH2:29][CH2:30][NH:31][CH2:32][CH2:33]1)(=[O:27])=[O:26]. (2) The product is: [Cl:4][C:5]1[N:6]=[C:7]([C:12]([NH:14][C@H:15]2[CH2:20][CH2:19][N:18]([C:21]3[S:22][C:23]([C:28]([O:30][CH2:31][CH3:32])=[O:29])=[C:24]([CH2:26][NH:3][CH3:2])[N:25]=3)[CH2:17][C@H:16]2[O:33][CH2:34][CH3:35])=[O:13])[NH:8][C:9]=1[CH2:10][CH3:11]. Given the reactants Cl.[CH3:2][NH2:3].[Cl:4][C:5]1[N:6]=[C:7]([C:12]([NH:14][C@H:15]2[CH2:20][CH2:19][N:18]([C:21]3[S:22][C:23]([C:28]([O:30][CH2:31][CH3:32])=[O:29])=[C:24]([CH:26]=O)[N:25]=3)[CH2:17][C@H:16]2[O:33][CH2:34][CH3:35])=[O:13])[NH:8][C:9]=1[CH2:10][CH3:11].C(O[BH-](OC(=O)C)OC(=O)C)(=O)C.[Na+], predict the reaction product.